This data is from Peptide-MHC class II binding affinity with 134,281 pairs from IEDB. The task is: Regression. Given a peptide amino acid sequence and an MHC pseudo amino acid sequence, predict their binding affinity value. This is MHC class II binding data. (1) The peptide sequence is SQIPISINYRTEIDK. The MHC is DRB1_0405 with pseudo-sequence DRB1_0405. The binding affinity (normalized) is 0.504. (2) The peptide sequence is SPFGQKAAGDKPS. The MHC is HLA-DQA10501-DQB10301 with pseudo-sequence HLA-DQA10501-DQB10301. The binding affinity (normalized) is 0. (3) The peptide sequence is TTSVIPAARLFKAFI. The MHC is DRB1_0101 with pseudo-sequence DRB1_0101. The binding affinity (normalized) is 0.507. (4) The peptide sequence is SVDSLEHEMWRSRAD. The MHC is DRB3_0202 with pseudo-sequence DRB3_0202. The binding affinity (normalized) is 0. (5) The peptide sequence is DVLREPHLYTFSFRN. The MHC is HLA-DQA10501-DQB10301 with pseudo-sequence HLA-DQA10501-DQB10301. The binding affinity (normalized) is 0.0961. (6) The MHC is DRB3_0202 with pseudo-sequence DRB3_0202. The peptide sequence is AMSKVRKDISEWQPS. The binding affinity (normalized) is 0.386.